This data is from Reaction yield outcomes from USPTO patents with 853,638 reactions. The task is: Predict the reaction yield, written as a fraction of the theoretical maximum amount of product (1.0 means a 100% yield; for example, 0.34 means a 34% yield). (1) The reactants are [C:1]([OH:12])(=[O:11])[C:2]1[CH:10]=[CH:9][C:6]([O:7][CH3:8])=[C:4]([OH:5])[CH:3]=1.C([O-])([O-])=O.[K+].[K+].[CH2:19](Br)[C:20]1[CH:25]=[CH:24][CH:23]=[CH:22][CH:21]=1. The catalyst is CN(C=O)C.[Cl-].[Na+].O. The product is [CH2:19]([O:5][C:4]1[CH:3]=[C:2]([CH:10]=[CH:9][C:6]=1[O:7][CH3:8])[C:1]([O:12][CH2:1][C:2]1[CH:10]=[CH:9][CH:6]=[CH:4][CH:3]=1)=[O:11])[C:20]1[CH:25]=[CH:24][CH:23]=[CH:22][CH:21]=1. The yield is 0.900. (2) The reactants are [CH2:1]([N:3]([CH:26]1[CH2:31][CH2:30][O:29][CH2:28][CH2:27]1)[C:4]1[S:8][C:7]([C:9]2[CH2:10][N:11]([C:14]([O:16][C:17]([CH3:20])([CH3:19])[CH3:18])=[O:15])[CH2:12][CH:13]=2)=[C:6]([C:21]([O:23][CH3:24])=[O:22])[C:5]=1[CH3:25])[CH3:2]. The catalyst is CO.[OH-].[OH-].[Pd+2]. The product is [CH2:1]([N:3]([CH:26]1[CH2:27][CH2:28][O:29][CH2:30][CH2:31]1)[C:4]1[S:8][C:7]([CH:9]2[CH2:13][CH2:12][N:11]([C:14]([O:16][C:17]([CH3:20])([CH3:18])[CH3:19])=[O:15])[CH2:10]2)=[C:6]([C:21]([O:23][CH3:24])=[O:22])[C:5]=1[CH3:25])[CH3:2]. The yield is 0.687. (3) The reactants are [OH:1][CH2:2][CH2:3][C@H:4]1[CH2:8][C@H:7]([C:9]([O:11][CH2:12][CH3:13])=[O:10])[C@H:6]([CH3:14])[CH2:5]1.[CH3:15][S:16](Cl)(=[O:18])=[O:17]. The catalyst is C(Cl)Cl. The product is [CH3:14][C@@H:6]1[CH2:5][C@@H:4]([CH2:3][CH2:2][O:1][S:16]([CH3:15])(=[O:18])=[O:17])[CH2:8][C@@H:7]1[C:9]([O:11][CH2:12][CH3:13])=[O:10]. The yield is 0.910. (4) The reactants are Br[C:2]1[CH:14]=[C:13]([CH:15]=[CH2:16])[CH:12]=[CH:11][C:3]=1[C:4]([O:6][C:7]([CH3:10])([CH3:9])[CH3:8])=[O:5].[Cu][C:18]#[N:19]. The catalyst is CN(C=O)C.O. The product is [C:18]([C:2]1[CH:14]=[C:13]([CH:15]=[CH2:16])[CH:12]=[CH:11][C:3]=1[C:4]([O:6][C:7]([CH3:10])([CH3:9])[CH3:8])=[O:5])#[N:19]. The yield is 0.720. (5) The reactants are Cl[C:2]1[N:3]([C:13]2[CH:18]=[CH:17][CH:16]=[C:15]([O:19][CH2:20][CH3:21])[CH:14]=2)[C:4]2[C:9]([C:10]=1[CH:11]=[O:12])=[CH:8][CH:7]=[CH:6][CH:5]=2.[NH:22]1[CH2:27][CH2:26][NH:25][CH2:24][CH2:23]1. No catalyst specified. The product is [CH2:20]([O:19][C:15]1[CH:14]=[C:13]([N:3]2[C:4]3[C:9](=[CH:8][CH:7]=[CH:6][CH:5]=3)[C:10]([CH:11]=[O:12])=[C:2]2[N:22]2[CH2:27][CH2:26][NH:25][CH2:24][CH2:23]2)[CH:18]=[CH:17][CH:16]=1)[CH3:21]. The yield is 0.370. (6) The reactants are [OH:1][C:2]1[CH:9]=[CH:8][CH:7]=[CH:6][C:3]=1[CH2:4]O.[P:10]([O:17]CC)([O:14][CH2:15][CH3:16])[O:11][CH2:12][CH3:13]. The catalyst is CC1C=CC=CC=1C. The product is [OH:1][C:2]1[CH:9]=[CH:8][CH:7]=[CH:6][C:3]=1[CH2:4][P:10](=[O:17])([O:14][CH2:15][CH3:16])[O:11][CH2:12][CH3:13]. The yield is 0.900. (7) The product is [Cl:23][C:24]1[CH:25]=[C:26]([C:31]([C:32]([F:35])([F:33])[F:34])=[CH:2][C:1]([C:4]2[CH:5]=[C:6]3[C:10](=[CH:11][CH:12]=2)[C:9]2([CH2:13][N:14]([C:16]([O:18][C:19]([CH3:22])([CH3:21])[CH3:20])=[O:17])[CH2:15]2)[O:8][CH2:7]3)=[O:3])[CH:27]=[C:28]([Cl:30])[CH:29]=1. The yield is 0.440. The reactants are [C:1]([C:4]1[CH:5]=[C:6]2[C:10](=[CH:11][CH:12]=1)[C:9]1([CH2:15][N:14]([C:16]([O:18][C:19]([CH3:22])([CH3:21])[CH3:20])=[O:17])[CH2:13]1)[O:8][CH2:7]2)(=[O:3])[CH3:2].[Cl:23][C:24]1[CH:25]=[C:26]([C:31](=O)[C:32]([F:35])([F:34])[F:33])[CH:27]=[C:28]([Cl:30])[CH:29]=1.C([O-])([O-])=O.[Cs+].[Cs+]. The catalyst is C1(C)C=CC=CC=1.FC(F)(F)C1C=CC=CC=1. (8) The reactants are [Cl:1][C:2]1[C:3]([F:10])=[C:4]([CH2:8][NH2:9])[CH:5]=[CH:6][CH:7]=1.[CH2:11]([O:13][CH:14]([O:19][CH2:20][CH3:21])[C:15](=[NH:18])OC)[CH3:12]. The catalyst is CO. The product is [Cl:1][C:2]1[C:3]([F:10])=[C:4]([CH:5]=[CH:6][CH:7]=1)[CH2:8][NH:9][C:15](=[NH:18])[CH:14]([O:19][CH2:20][CH3:21])[O:13][CH2:11][CH3:12]. The yield is 0.650.